From a dataset of Peptide-MHC class I binding affinity with 185,985 pairs from IEDB/IMGT. Regression. Given a peptide amino acid sequence and an MHC pseudo amino acid sequence, predict their binding affinity value. This is MHC class I binding data. (1) The peptide sequence is MIAGVFFTF. The MHC is HLA-A23:01 with pseudo-sequence HLA-A23:01. The binding affinity (normalized) is 0.877. (2) The MHC is HLA-A02:06 with pseudo-sequence HLA-A02:06. The peptide sequence is PQRAAMAAQ. The binding affinity (normalized) is 0. (3) The peptide sequence is FFGALKFKI. The MHC is HLA-A23:01 with pseudo-sequence HLA-A23:01. The binding affinity (normalized) is 0.507. (4) The peptide sequence is ILRPLGIEY. The MHC is HLA-A03:01 with pseudo-sequence HLA-A03:01. The binding affinity (normalized) is 0.561.